This data is from Catalyst prediction with 721,799 reactions and 888 catalyst types from USPTO. The task is: Predict which catalyst facilitates the given reaction. (1) Reactant: [C:1]([O:5][C:6]([NH:8][C:9]1[O:10][C:11]([C:14]([OH:16])=O)=[CH:12][N:13]=1)=[O:7])([CH3:4])([CH3:3])[CH3:2].CCN(CC)CC.[C:24]1([CH:30]2[CH2:35][CH2:34][NH:33][CH2:32][CH2:31]2)[CH:29]=[CH:28][CH:27]=[CH:26][CH:25]=1.C(P1(=O)OP(CCC)(=O)OP(CCC)(=O)O1)CC. Product: [C:24]1([CH:30]2[CH2:31][CH2:32][N:33]([C:14]([C:11]3[O:10][C:9]([NH:8][C:6](=[O:7])[O:5][C:1]([CH3:2])([CH3:3])[CH3:4])=[N:13][CH:12]=3)=[O:16])[CH2:34][CH2:35]2)[CH:29]=[CH:28][CH:27]=[CH:26][CH:25]=1. The catalyst class is: 2. (2) Reactant: [Si:1]([O:8][CH2:9][C:10]1[N:15]=[CH:14][C:13]2[N:16]([C:19]3[S:23][C:22]([C:24]([O:26][CH3:27])=[O:25])=[C:21]([OH:28])[CH:20]=3)[CH:17]=[N:18][C:12]=2[CH:11]=1)([C:4]([CH3:7])([CH3:6])[CH3:5])([CH3:3])[CH3:2].[F:29][C:30]([F:41])([F:40])[C:31]1[CH:36]=[CH:35][CH:34]=[CH:33][C:32]=1[C@@H:37](O)[CH3:38].C1(P(C2C=CC=CC=2)C2C=CC=CC=2)C=CC=CC=1.N(C(OC(C)(C)C)=O)=NC(OC(C)(C)C)=O. Product: [Si:1]([O:8][CH2:9][C:10]1[N:15]=[CH:14][C:13]2[N:16]([C:19]3[S:23][C:22]([C:24]([O:26][CH3:27])=[O:25])=[C:21]([O:28][C@@H:37]([C:32]4[CH:33]=[CH:34][CH:35]=[CH:36][C:31]=4[C:30]([F:29])([F:40])[F:41])[CH3:38])[CH:20]=3)[CH:17]=[N:18][C:12]=2[CH:11]=1)([C:4]([CH3:5])([CH3:6])[CH3:7])([CH3:2])[CH3:3]. The catalyst class is: 4.